From a dataset of Full USPTO retrosynthesis dataset with 1.9M reactions from patents (1976-2016). Predict the reactants needed to synthesize the given product. (1) The reactants are: [ClH:1].Cl.[NH2:3][C@@H:4]1[CH2:6][C@H:5]1[C:7]1[CH:8]=[C:9]([C:12]([NH:14][C:15]2[S:16][C:17]([CH3:20])=[N:18][N:19]=2)=[O:13])[S:10][CH:11]=1.C(=O)([O-])O.[Na+].[CH:26]1([CH:29]=O)[CH2:28][CH2:27]1.[BH4-].[Na+]. Given the product [ClH:1].[ClH:1].[CH:26]1([CH2:29][NH:3][C@@H:4]2[CH2:6][C@H:5]2[C:7]2[CH:8]=[C:9]([C:12]([NH:14][C:15]3[S:16][C:17]([CH3:20])=[N:18][N:19]=3)=[O:13])[S:10][CH:11]=2)[CH2:28][CH2:27]1, predict the reactants needed to synthesize it. (2) Given the product [CH3:12][O:13][C:14]1[CH:21]=[C:20]([O:22][CH3:23])[CH:19]=[CH:18][C:15]=1[CH2:16][O:7][C:6]([C@@H:2]1[CH2:3][CH2:4][CH2:5][C@H:1]1[C:9]([OH:11])=[O:10])=[O:8], predict the reactants needed to synthesize it. The reactants are: [C@@H:1]1([C:9]([OH:11])=[O:10])[CH2:5][CH2:4][CH2:3][C@H:2]1[C:6]([OH:8])=[O:7].[CH3:12][O:13][C:14]1[CH:21]=[C:20]([O:22][CH3:23])[CH:19]=[CH:18][C:15]=1[CH2:16]O.CCN=C=NCCCN(C)C.Cl.